Dataset: NCI-60 drug combinations with 297,098 pairs across 59 cell lines. Task: Regression. Given two drug SMILES strings and cell line genomic features, predict the synergy score measuring deviation from expected non-interaction effect. (1) Drug 1: CC1=C(C(CCC1)(C)C)C=CC(=CC=CC(=CC(=O)O)C)C. Drug 2: C(CC(=O)O)C(=O)CN.Cl. Cell line: PC-3. Synergy scores: CSS=2.85, Synergy_ZIP=-3.83, Synergy_Bliss=-3.33, Synergy_Loewe=-4.39, Synergy_HSA=-4.27. (2) Drug 1: CN(C)N=NC1=C(NC=N1)C(=O)N. Drug 2: CN(CCCl)CCCl.Cl. Cell line: SK-OV-3. Synergy scores: CSS=-0.0210, Synergy_ZIP=-1.51, Synergy_Bliss=-2.11, Synergy_Loewe=-3.05, Synergy_HSA=-3.08. (3) Drug 1: CC(C1=C(C=CC(=C1Cl)F)Cl)OC2=C(N=CC(=C2)C3=CN(N=C3)C4CCNCC4)N. Drug 2: B(C(CC(C)C)NC(=O)C(CC1=CC=CC=C1)NC(=O)C2=NC=CN=C2)(O)O. Cell line: KM12. Synergy scores: CSS=32.3, Synergy_ZIP=-3.93, Synergy_Bliss=-6.55, Synergy_Loewe=-5.50, Synergy_HSA=-5.39. (4) Drug 1: CN1C2=C(C=C(C=C2)N(CCCl)CCCl)N=C1CCCC(=O)O.Cl. Drug 2: C#CCC(CC1=CN=C2C(=N1)C(=NC(=N2)N)N)C3=CC=C(C=C3)C(=O)NC(CCC(=O)O)C(=O)O. Cell line: CAKI-1. Synergy scores: CSS=0.509, Synergy_ZIP=4.08, Synergy_Bliss=6.71, Synergy_Loewe=4.19, Synergy_HSA=1.41. (5) Drug 1: C1CCC(CC1)NC(=O)N(CCCl)N=O. Drug 2: CC1=C(C(CCC1)(C)C)C=CC(=CC=CC(=CC(=O)O)C)C. Cell line: HOP-92. Synergy scores: CSS=37.5, Synergy_ZIP=6.04, Synergy_Bliss=9.47, Synergy_Loewe=15.6, Synergy_HSA=13.0. (6) Drug 1: C1CCN(CC1)CCOC2=CC=C(C=C2)C(=O)C3=C(SC4=C3C=CC(=C4)O)C5=CC=C(C=C5)O. Drug 2: CC1=C2C(C(=O)C3(C(CC4C(C3C(C(C2(C)C)(CC1OC(=O)C(C(C5=CC=CC=C5)NC(=O)OC(C)(C)C)O)O)OC(=O)C6=CC=CC=C6)(CO4)OC(=O)C)OC)C)OC. Cell line: TK-10. Synergy scores: CSS=49.2, Synergy_ZIP=6.43, Synergy_Bliss=6.07, Synergy_Loewe=-12.1, Synergy_HSA=5.18. (7) Drug 1: CC1CCC2CC(C(=CC=CC=CC(CC(C(=O)C(C(C(=CC(C(=O)CC(OC(=O)C3CCCCN3C(=O)C(=O)C1(O2)O)C(C)CC4CCC(C(C4)OC)OCCO)C)C)O)OC)C)C)C)OC. Drug 2: COCCOC1=C(C=C2C(=C1)C(=NC=N2)NC3=CC=CC(=C3)C#C)OCCOC.Cl. Cell line: SF-295. Synergy scores: CSS=21.4, Synergy_ZIP=-7.97, Synergy_Bliss=-3.44, Synergy_Loewe=-24.3, Synergy_HSA=-3.91.